This data is from Forward reaction prediction with 1.9M reactions from USPTO patents (1976-2016). The task is: Predict the product of the given reaction. Given the reactants Cl.[NH2:2][C:3]1[N:7]([CH2:8][C:9]([OH:11])=O)[N:6]=[C:5]([C:12]([F:15])([F:14])[F:13])[N:4]=1.[CH2:16]([C@H:23]1[CH2:27][NH:26][C@H:25]([C:28]([NH:30][C:31]2[CH:36]=[CH:35][C:34]([O:37][C:38]3[CH:43]=[CH:42][C:41]([F:44])=[CH:40][CH:39]=3)=[CH:33][CH:32]=2)=[O:29])[CH2:24]1)[C:17]1[CH:22]=[CH:21][CH:20]=[CH:19][CH:18]=1, predict the reaction product. The product is: [NH2:2][C:3]1[N:7]([CH2:8][C:9]([N:26]2[CH2:27][C@H:23]([CH2:16][C:17]3[CH:22]=[CH:21][CH:20]=[CH:19][CH:18]=3)[CH2:24][C@H:25]2[C:28]([NH:30][C:31]2[CH:36]=[CH:35][C:34]([O:37][C:38]3[CH:43]=[CH:42][C:41]([F:44])=[CH:40][CH:39]=3)=[CH:33][CH:32]=2)=[O:29])=[O:11])[N:6]=[C:5]([C:12]([F:15])([F:14])[F:13])[N:4]=1.